From a dataset of hERG potassium channel inhibition data for cardiac toxicity prediction from Karim et al.. Regression/Classification. Given a drug SMILES string, predict its toxicity properties. Task type varies by dataset: regression for continuous values (e.g., LD50, hERG inhibition percentage) or binary classification for toxic/non-toxic outcomes (e.g., AMES mutagenicity, cardiotoxicity, hepatotoxicity). Dataset: herg_karim. (1) The compound is CN(C)C(=O)C(=O)N(C)[C@H]1CCCCn2c1nc(C(=O)NCc1ccc(F)cc1)c(O)c2=O. The result is 0 (non-blocker). (2) The molecule is CCS(=O)(=O)c1cc2cc(C[C@](O)(CC(C)(C)c3ccccc3C(N)=O)C(F)(F)F)[nH]c2cn1. The result is 0 (non-blocker).